From a dataset of Forward reaction prediction with 1.9M reactions from USPTO patents (1976-2016). Predict the product of the given reaction. (1) The product is: [C:1]1([N:7]2[C:11]3[CH:12]=[C:13]([O:16][CH2:17][CH2:18][CH2:19][CH2:20][O:21][C:34](=[O:36])[CH3:35])[CH:14]=[CH:15][C:10]=3[N:9]=[C:8]2[C:22]2[CH:23]=[CH:24][CH:25]=[CH:26][CH:27]=2)[CH:6]=[CH:5][CH:4]=[CH:3][CH:2]=1. Given the reactants [C:1]1([N:7]2[C:11]3[CH:12]=[C:13]([O:16][CH2:17][CH2:18][CH2:19][CH2:20][OH:21])[CH:14]=[CH:15][C:10]=3[N:9]=[C:8]2[C:22]2[CH:27]=[CH:26][CH:25]=[CH:24][CH:23]=2)[CH:6]=[CH:5][CH:4]=[CH:3][CH:2]=1.N1C=CC=CC=1.[C:34](Cl)(=[O:36])[CH3:35].C(=O)(O)[O-].[Na+], predict the reaction product. (2) Given the reactants [CH:1]([C:4]1[CH:5]=[CH:6][C:7]([S:10]([N:13]([CH2:22][C:23]([OH:25])=O)[C:14]2[CH:19]=[CH:18][CH:17]=[CH:16][C:15]=2[O:20][CH3:21])(=[O:12])=[O:11])=[N:8][CH:9]=1)([CH3:3])[CH3:2].[CH2:26]([NH:28][CH2:29][CH3:30])[CH3:27], predict the reaction product. The product is: [CH2:26]([N:28]([CH2:29][CH3:30])[C:23](=[O:25])[CH2:22][N:13]([S:10]([C:7]1[CH:6]=[CH:5][C:4]([CH:1]([CH3:3])[CH3:2])=[CH:9][N:8]=1)(=[O:11])=[O:12])[C:14]1[CH:19]=[CH:18][CH:17]=[CH:16][C:15]=1[O:20][CH3:21])[CH3:27]. (3) Given the reactants [C:1]([O:5][C:6]([NH:8][C@@H:9]([CH2:13][C:14]1[CH:19]=[CH:18][C:17]([OH:20])=[CH:16][C:15]=1[F:21])[C:10]([OH:12])=O)=[O:7])([CH3:4])([CH3:3])[CH3:2].Cl.[F:23][C@H:24]1[CH2:28][CH2:27][NH:26][CH2:25]1, predict the reaction product. The product is: [C:1]([O:5][C:6](=[O:7])[NH:8][C@@H:9]([CH2:13][C:14]1[CH:19]=[CH:18][C:17]([OH:20])=[CH:16][C:15]=1[F:21])[C:10]([N:26]1[CH2:27][CH2:28][C@H:24]([F:23])[CH2:25]1)=[O:12])([CH3:2])([CH3:3])[CH3:4]. (4) Given the reactants C[C:2]1[CH:7]=[CH:6][C:5]([C:8]([C:10]2[CH:15]=[CH:14][C:13]([O:16]C)=[CH:12][C:11]=2[OH:18])=[O:9])=[CH:4][CH:3]=1.[OH-:19].[Na+].O.Cl, predict the reaction product. The product is: [OH:16][C:13]1[CH:14]=[CH:15][C:10]2[C:8](=[O:9])[C:5]3[C:4]([O:18][C:11]=2[C:12]=1[OH:19])=[CH:3][CH:2]=[CH:7][CH:6]=3. (5) Given the reactants [CH2:1]([O:8][C:9]([NH:11][C:12]1[C:13]([C:28](O)=[O:29])=[N:14][C:15]2[C:20]([CH:21]=1)=[CH:19][CH:18]=[C:17]([N:22]1[CH2:27][CH2:26][O:25][CH2:24][CH2:23]1)[CH:16]=2)=[O:10])[C:2]1[CH:7]=[CH:6][CH:5]=[CH:4][CH:3]=1.[NH2:31][C:32]1[CH:33]=[N:34][CH:35]=[CH:36][C:37]=1[N:38]1[CH2:43][C@H:42]([C:44]([F:47])([F:46])[F:45])[CH2:41][C@H:40]([NH:48][C:49](=[O:55])[O:50][C:51]([CH3:54])([CH3:53])[CH3:52])[CH2:39]1.CN(C(ON1N=NC2C=CC=NC1=2)=[N+](C)C)C.F[P-](F)(F)(F)(F)F.CCN(C(C)C)C(C)C, predict the reaction product. The product is: [C:51]([O:50][C:49]([NH:48][C@H:40]1[CH2:41][C@@H:42]([C:44]([F:47])([F:46])[F:45])[CH2:43][N:38]([C:37]2[CH:36]=[CH:35][N:34]=[CH:33][C:32]=2[NH:31][C:28]([C:13]2[C:12]([NH:11][C:9](=[O:10])[O:8][CH2:1][C:2]3[CH:7]=[CH:6][CH:5]=[CH:4][CH:3]=3)=[CH:21][C:20]3[C:15](=[CH:16][C:17]([N:22]4[CH2:23][CH2:24][O:25][CH2:26][CH2:27]4)=[CH:18][CH:19]=3)[N:14]=2)=[O:29])[CH2:39]1)=[O:55])([CH3:54])([CH3:52])[CH3:53]. (6) Given the reactants Cl[C:2]1[CH:7]=[CH:6][C:5]([CH:8]([O:11][CH3:12])[O:9][CH3:10])=[C:4]([C:13]([F:16])([F:15])[F:14])[CH:3]=1.CC([O-])(C)C.[K+].[NH:23]1[CH2:28][CH2:27][O:26][CH2:25][CH2:24]1, predict the reaction product. The product is: [CH3:10][O:9][CH:8]([O:11][CH3:12])[C:5]1[CH:6]=[CH:7][C:2]([N:23]2[CH2:28][CH2:27][O:26][CH2:25][CH2:24]2)=[CH:3][C:4]=1[C:13]([F:16])([F:15])[F:14]. (7) The product is: [CH2:1]([S:3]([CH2:6][CH2:7][CH2:8][C:9]12[CH2:16][CH2:15][C:12]([C:17]3[N:19]([CH3:20])[C:35]([C:30]4[CH:31]=[CH:32][CH:33]=[CH:34][C:29]=4[C:28]([F:27])([F:41])[F:40])=[N:36][N:37]=3)([CH2:13][CH2:14]1)[CH2:11][CH2:10]2)(=[O:5])=[O:4])[CH3:2]. Given the reactants [CH2:1]([S:3]([CH2:6][CH2:7][CH2:8][C:9]12[CH2:16][CH2:15][C:12]([C:17]([NH:19][CH3:20])=O)([CH2:13][CH2:14]1)[CH2:11][CH2:10]2)(=[O:5])=[O:4])[CH3:2].C(Cl)(=O)C(Cl)=O.[F:27][C:28]([F:41])([F:40])[C:29]1[CH:34]=[CH:33][CH:32]=[CH:31][C:30]=1[C:35]1NN=[N:37][N:36]=1, predict the reaction product. (8) Given the reactants [Cl:1][C:2]1[CH:10]=[CH:9][C:5]([C:6]([OH:8])=O)=[C:4]([CH3:11])[CH:3]=1.[O:12]1[CH2:17][CH2:16][CH:15]([NH2:18])[CH2:14][CH2:13]1.CN1CCOCC1.ON1C2C=CC=CC=2N=N1.CCN=C=NCCCN(C)C.Cl, predict the reaction product. The product is: [Cl:1][C:2]1[CH:10]=[CH:9][C:5]([C:6]([NH:18][CH:15]2[CH2:16][CH2:17][O:12][CH2:13][CH2:14]2)=[O:8])=[C:4]([CH3:11])[CH:3]=1. (9) Given the reactants [Cl:1][C:2]1[CH:3]=[C:4]([CH2:8][CH2:9][NH2:10])[CH:5]=[CH:6][CH:7]=1.C([O:13][C:14]([C:16]1[N:20]([CH2:21][CH3:22])[N:19]=[CH:18][C:17]=1[CH2:23][N:24]1[CH2:28][CH:27]2[CH2:29][N:30]([C:32]([O:34][CH:35]([C:40]([F:43])([F:42])[F:41])[C:36]([F:39])([F:38])[F:37])=[O:33])[CH2:31][CH:26]2[CH2:25]1)=O)C, predict the reaction product. The product is: [Cl:1][C:2]1[CH:3]=[C:4]([CH:5]=[CH:6][CH:7]=1)[CH2:8][CH2:9][NH:10][C:14]([C:16]1[N:20]([CH2:21][CH3:22])[N:19]=[CH:18][C:17]=1[CH2:23][N:24]1[CH2:25][CH:26]2[CH2:31][N:30]([C:32]([O:34][CH:35]([C:36]([F:37])([F:38])[F:39])[C:40]([F:41])([F:42])[F:43])=[O:33])[CH2:29][CH:27]2[CH2:28]1)=[O:13].